This data is from Reaction yield outcomes from USPTO patents with 853,638 reactions. The task is: Predict the reaction yield, written as a fraction of the theoretical maximum amount of product (1.0 means a 100% yield; for example, 0.34 means a 34% yield). The reactants are [CH3:1][O:2][NH:3][CH2:4][C:5]1[C:14]2[C:9](=[CH:10][CH:11]=[CH:12][CH:13]=2)[CH:8]=[CH:7][CH:6]=1.[CH3:15][C:16]1([CH3:26])[O:20][C:19](=[CH:21][C:22](O)=[O:23])[C:18](=[O:25])[O:17]1. No catalyst specified. The product is [CH3:15][C:16]1([CH3:26])[O:20][C:19](=[CH:21][C:22]([N:3]([O:2][CH3:1])[CH2:4][C:5]2[C:14]3[C:9](=[CH:10][CH:11]=[CH:12][CH:13]=3)[CH:8]=[CH:7][CH:6]=2)=[O:23])[C:18](=[O:25])[O:17]1. The yield is 0.560.